This data is from Peptide-MHC class II binding affinity with 134,281 pairs from IEDB. The task is: Regression. Given a peptide amino acid sequence and an MHC pseudo amino acid sequence, predict their binding affinity value. This is MHC class II binding data. (1) The peptide sequence is KWVQMCSRTLKNSHQ. The MHC is DRB1_0405 with pseudo-sequence DRB1_0405. The binding affinity (normalized) is 0.457. (2) The peptide sequence is QDVLLFTPASTEPQS. The MHC is DRB1_0301 with pseudo-sequence DRB1_0301. The binding affinity (normalized) is 0.200. (3) The peptide sequence is LADKRPTAWFLPSIR. The MHC is DRB1_1301 with pseudo-sequence DRB1_1301. The binding affinity (normalized) is 0.513. (4) The peptide sequence is NGNATPQLTKNAGVL. The MHC is HLA-DPA10103-DPB10401 with pseudo-sequence HLA-DPA10103-DPB10401. The binding affinity (normalized) is 0.0809.